This data is from Full USPTO retrosynthesis dataset with 1.9M reactions from patents (1976-2016). The task is: Predict the reactants needed to synthesize the given product. (1) Given the product [Cl:1][C:2]1[CH:7]=[CH:6][CH:5]=[CH:4][C:3]=1[O:8][C:14]1[C:15]([C:16]([O:18][CH2:19][CH3:20])=[O:17])=[CH:10][N:11]=[C:12]([C:21]2[CH:26]=[CH:25][C:24]([F:27])=[C:23]([F:28])[CH:22]=2)[N:13]=1, predict the reactants needed to synthesize it. The reactants are: [Cl:1][C:2]1[CH:7]=[CH:6][CH:5]=[CH:4][C:3]=1[OH:8].Cl[C:10]1[C:15]([C:16]([O:18][CH2:19][CH3:20])=[O:17])=[CH:14][N:13]=[C:12]([C:21]2[CH:26]=[CH:25][C:24]([F:27])=[C:23]([F:28])[CH:22]=2)[N:11]=1.C(=O)([O-])[O-].[K+].[K+]. (2) Given the product [CH3:18][N:19]([CH3:20])[CH:2]1[CH2:6][CH2:5][C@H:4]([C:7]2[C:15]3[C:10](=[CH:11][CH:12]=[C:13]([C:16]#[N:17])[CH:14]=3)[NH:9][CH:8]=2)[CH2:3]1, predict the reactants needed to synthesize it. The reactants are: O=[C:2]1[CH2:6][CH2:5][C@H:4]([C:7]2[C:15]3[C:10](=[CH:11][CH:12]=[C:13]([C:16]#[N:17])[CH:14]=3)[NH:9][CH:8]=2)[CH2:3]1.[CH3:18][NH:19][CH3:20].C(O[BH-](OC(=O)C)OC(=O)C)(=O)C.[Na+].Cl.C(=O)([O-])[O-].[Na+].[Na+]. (3) Given the product [CH2:20]([O:19][C:17](=[O:18])[CH:16]([O:1][C:2]1[CH:7]=[CH:6][C:5]([CH3:8])=[CH:4][CH:3]=1)[CH3:22])[CH3:21], predict the reactants needed to synthesize it. The reactants are: [OH:1][C:2]1[CH:7]=[CH:6][C:5]([CH3:8])=[CH:4][CH:3]=1.C([O-])([O-])=O.[Cs+].[Cs+].Br[CH:16]([CH3:22])[C:17]([O:19][CH2:20][CH3:21])=[O:18].